This data is from Reaction yield outcomes from USPTO patents with 853,638 reactions. The task is: Predict the reaction yield, written as a fraction of the theoretical maximum amount of product (1.0 means a 100% yield; for example, 0.34 means a 34% yield). (1) The reactants are [CH3:1][O:2][C:3](=[O:30])[C:4]1[CH:9]=[CH:8][CH:7]=[CH:6][C:5]=1[C:10]([N:12]1[CH2:16][CH:15]([NH:17]S(C2C=CC=CC=2[N+]([O-])=O)(=O)=O)[CH2:14][O:13]1)=[O:11].C1(S)C=CC=CC=1.C([O-])([O-])=O.[K+].[K+].CO. The catalyst is C(#N)C. The product is [CH3:1][O:2][C:3](=[O:30])[C:4]1[CH:9]=[CH:8][CH:7]=[CH:6][C:5]=1[C:10]([N:12]1[CH2:16][CH:15]([NH2:17])[CH2:14][O:13]1)=[O:11]. The yield is 0.740. (2) The reactants are [C:1]([O:5][C:6](=[O:27])[N:7]([C:19]1[CH:24]=[CH:23][C:22]([CH:25]=[O:26])=[CH:21][N:20]=1)[CH2:8][C:9]1[CH:14]=[CH:13][C:12]([C:15]([F:18])([F:17])[F:16])=[CH:11][CH:10]=1)([CH3:4])([CH3:3])[CH3:2].[N:28]1([CH2:34][CH2:35][O:36][C:37]2[CH:38]=[C:39]3[CH:45]=[CH:44][NH:43][C:40]3=[N:41][CH:42]=2)[CH2:33][CH2:32][O:31][CH2:30][CH2:29]1.[OH-].[K+]. The catalyst is CO. The product is [C:1]([O:5][C:6](=[O:27])[N:7]([C:19]1[CH:24]=[CH:23][C:22]([CH:25]([OH:26])[C:45]2[C:39]3[C:40](=[N:41][CH:42]=[C:37]([O:36][CH2:35][CH2:34][N:28]4[CH2:33][CH2:32][O:31][CH2:30][CH2:29]4)[CH:38]=3)[NH:43][CH:44]=2)=[CH:21][N:20]=1)[CH2:8][C:9]1[CH:10]=[CH:11][C:12]([C:15]([F:16])([F:17])[F:18])=[CH:13][CH:14]=1)([CH3:4])([CH3:2])[CH3:3]. The yield is 0.400. (3) The catalyst is CN1C(=O)CCC1.O. The yield is 0.780. The reactants are F[P-](F)(F)(F)(F)F.[N:8]1([O:17][P+](N(C)C)(N(C)C)N(C)C)[C:12]2[CH:13]=[CH:14][CH:15]=[CH:16][C:11]=2[N:10]=[N:9]1.[CH2:28]([C:30]1[NH:41][C:33]2[N:34]=[C:35]([S:39][CH3:40])[NH:36][C:37](=O)[C:32]=2[CH:31]=1)[CH3:29].CCN(CC)CC.C1C=CC2N(O)N=NC=2C=1. The product is [CH2:28]([C:30]1[NH:41][C:33]2[N:34]=[C:35]([S:39][CH3:40])[N:36]=[C:37]([O:17][N:8]3[C:12]4[CH:13]=[CH:14][CH:15]=[CH:16][C:11]=4[N:10]=[N:9]3)[C:32]=2[CH:31]=1)[CH3:29]. (4) The reactants are C(OC(=O)[NH:7][CH2:8][CH2:9][CH2:10][N:11](C(OC(C)(C)C)=O)[CH2:12][C:13]1[CH:18]=[CH:17][C:16]([C:19]2[C:20](=[O:28])[N:21]=[C:22]3[NH:27][CH:26]=[CH:25][N:23]3[CH:24]=2)=[CH:15][CH:14]=1)(C)(C)C.C(O)(C(F)(F)F)=O.C(Cl)[Cl:45]. No catalyst specified. The product is [ClH:45].[NH2:7][CH2:8][CH2:9][CH2:10][NH:11][CH2:12][C:13]1[CH:14]=[CH:15][C:16]([C:19]2[C:20](=[O:28])[N:21]=[C:22]3[NH:27][CH:26]=[CH:25][N:23]3[CH:24]=2)=[CH:17][CH:18]=1. The yield is 1.00. (5) The reactants are [NH:1]1[C:9]2[C:4](=[CH:5][CH:6]=[CH:7][CH:8]=2)[CH:3]=[C:2]1[CH2:10][C:11]([O:13][CH2:14][CH3:15])=[O:12].[C:16](=O)([O:22]C(C)(C)C)[O:17][C:18]([CH3:21])([CH3:20])[CH3:19]. The catalyst is ClCCl.CN(C)C1C=CN=CC=1. The product is [CH2:14]([O:13][C:11]([CH2:10][C:2]1[N:1]([C:16]([O:17][C:18]([CH3:21])([CH3:20])[CH3:19])=[O:22])[C:9]2[C:4]([CH:3]=1)=[CH:5][CH:6]=[CH:7][CH:8]=2)=[O:12])[CH3:15]. The yield is 0.910.